This data is from Full USPTO retrosynthesis dataset with 1.9M reactions from patents (1976-2016). The task is: Predict the reactants needed to synthesize the given product. (1) Given the product [C:25]1([S:22]([NH2:21])(=[O:24])=[O:23])[CH:30]=[CH:29][CH:28]=[CH:27][CH:26]=1, predict the reactants needed to synthesize it. The reactants are: ClC1C=CC(C2C(C3C=CC=CC=3)CN(C([NH:21][S:22]([C:25]3[CH:30]=[CH:29][C:28](Cl)=[CH:27][CH:26]=3)(=[O:24])=[O:23])=O)N=2)=CC=1.O=P(Cl)(Cl)Cl.CCN(C(C)C)C(C)C. (2) Given the product [NH:10]1[CH:14]=[C:13](/[CH:15]=[CH:16]/[C:17]([O:19][CH3:20])=[O:18])[CH:12]=[N:11]1, predict the reactants needed to synthesize it. The reactants are: [Na].C([O-])(O)=O.[Na+].C([N:10]1[CH:14]=[C:13](/[CH:15]=[CH:16]/[C:17]([O:19][CH3:20])=[O:18])[CH:12]=[N:11]1)(=O)C. (3) Given the product [Cl:10][C:11]1[CH:18]=[CH:17][CH:16]=[CH:15][C:12]=1[CH:13]1[C:21]([C:22]([O:24][CH2:25][CH3:26])=[O:23])=[C:20]([CH3:27])[NH:8][C:7]([C:3]2[S:2][CH:6]=[CH:5][N:4]=2)=[N:9]1, predict the reactants needed to synthesize it. The reactants are: Cl.[S:2]1[CH:6]=[CH:5][N:4]=[C:3]1[C:7](=[NH:9])[NH2:8].[Cl:10][C:11]1[CH:18]=[CH:17][CH:16]=[CH:15][C:12]=1[CH:13]=O.O=[C:20]([CH3:27])[CH2:21][C:22]([O:24][CH2:25][CH3:26])=[O:23]. (4) Given the product [CH2:1]([O:3][C:4]([C:6]1([C:9]2[CH:10]=[CH:11][C:12]([C:15]3[CH:20]=[CH:19][C:18]([C:21]4[O:25][N:24]=[C:23]([CH3:26])[C:22]=4[CH2:27][C:28]([OH:30])=[O:29])=[CH:17][CH:16]=3)=[CH:13][CH:14]=2)[CH2:8][CH2:7]1)=[O:5])[CH3:2], predict the reactants needed to synthesize it. The reactants are: [CH2:1]([O:3][C:4]([C:6]1([C:9]2[CH:14]=[CH:13][C:12]([C:15]3[CH:20]=[CH:19][C:18]([C:21]4[O:25][N:24]=[C:23]([CH3:26])[C:22]=4[CH2:27][C:28]([O:30]CC4C=CC=CC=4)=[O:29])=[CH:17][CH:16]=3)=[CH:11][CH:10]=2)[CH2:8][CH2:7]1)=[O:5])[CH3:2].CO.[OH-].[Na+]. (5) Given the product [S:1]1[CH:5]=[C:4]([C:6]2([NH2:7])[CH2:9][CH2:8]2)[N:3]=[CH:2]1, predict the reactants needed to synthesize it. The reactants are: [S:1]1[CH:5]=[C:4]([C:6]#[N:7])[N:3]=[CH:2]1.[CH2:8]([Mg]Br)[CH3:9].B(F)(F)F.CCOCC.Cl.[OH-].[Na+].